This data is from Catalyst prediction with 721,799 reactions and 888 catalyst types from USPTO. The task is: Predict which catalyst facilitates the given reaction. (1) Reactant: [NH2:1][C:2]([CH3:29])([CH3:28])[CH2:3][NH:4][CH:5]([C:9]1[N:18]([CH2:19][C:20]2[CH:25]=[CH:24][CH:23]=[CH:22][CH:21]=2)[C:17](=[O:26])[C:16]2[C:11](=[N:12][C:13]([Cl:27])=[CH:14][N:15]=2)[N:10]=1)[CH:6]([CH3:8])[CH3:7].C(N(CC)CC)C.[F:37][C:38]1[CH:39]=[C:40]([CH:44]=[CH:45][C:46]=1[CH3:47])[C:41](Cl)=[O:42]. Product: [CH2:19]([N:18]1[C:17](=[O:26])[C:16]2[C:11](=[N:12][C:13]([Cl:27])=[CH:14][N:15]=2)[N:10]=[C:9]1[CH:5]([NH:4][CH2:3][C:2]([NH:1][C:41](=[O:42])[C:40]1[CH:44]=[CH:45][C:46]([CH3:47])=[C:38]([F:37])[CH:39]=1)([CH3:29])[CH3:28])[CH:6]([CH3:8])[CH3:7])[C:20]1[CH:25]=[CH:24][CH:23]=[CH:22][CH:21]=1. The catalyst class is: 4. (2) Reactant: [OH:1][C@H:2]([C@H:4]1[CH2:8][N:7]([C@@H:9]([C:11]2[CH:16]=[CH:15][CH:14]=[CH:13][CH:12]=2)[CH3:10])[C:6](=[O:17])[CH2:5]1)[CH3:3].C1([C@H](N)C)C=CC=CC=1.C(N(CC)CC)C.[CH3:34][S:35](Cl)(=[O:37])=[O:36]. Product: [CH3:34][S:35]([O:1][C@H:2]([C@@H:4]1[CH2:5][C:6](=[O:17])[N:7]([C@@H:9]([C:11]2[CH:16]=[CH:15][CH:14]=[CH:13][CH:12]=2)[CH3:10])[CH2:8]1)[CH3:3])(=[O:37])=[O:36]. The catalyst class is: 2. (3) Reactant: [Cl:1][C:2]1[C:3]([NH:23][C:24]2[CH:28]=[C:27]([CH3:29])[NH:26][N:25]=2)=[N:4][C:5]([NH:8][C:9]2[CH:14]=[C:13]([CH3:15])[C:12]([CH:16]3[CH2:21][CH2:20][NH:19][CH2:18][CH2:17]3)=[CH:11][C:10]=2[CH3:22])=[N:6][CH:7]=1.CC1C=CC(S(O[CH2:41][C:42]2([C:45]#[N:46])[CH2:44][CH2:43]2)(=O)=O)=CC=1.CCN(C(C)C)C(C)C. Product: [Cl:1][C:2]1[C:3]([NH:23][C:24]2[CH:28]=[C:27]([CH3:29])[NH:26][N:25]=2)=[N:4][C:5]([NH:8][C:9]2[C:10]([CH3:22])=[CH:11][C:12]([CH:16]3[CH2:21][CH2:20][N:19]([CH2:41][C:42]4([C:45]#[N:46])[CH2:44][CH2:43]4)[CH2:18][CH2:17]3)=[C:13]([CH3:15])[CH:14]=2)=[N:6][CH:7]=1. The catalyst class is: 10. (4) Reactant: [CH3:1][S:2]([NH:5][C:6]1[CH:7]=[CH:8][C:9]([C:22]([F:25])([F:24])[F:23])=[C:10]([CH:21]=1)[C:11]([O:13][CH2:14][C:15]1[CH:20]=[CH:19][CH:18]=[CH:17][CH:16]=1)=[O:12])(=[O:4])=[O:3].Cl.Cl[CH2:28][CH2:29][N:30]1[CH2:35][CH2:34][O:33][CH2:32][CH2:31]1.C([O-])([O-])=O.[K+].[K+].C(OCC)(=O)C. Product: [O:33]1[CH2:34][CH2:35][N:30]([CH2:29][CH2:28][N:5]([C:6]2[CH:7]=[CH:8][C:9]([C:22]([F:23])([F:24])[F:25])=[C:10]([CH:21]=2)[C:11]([O:13][CH2:14][C:15]2[CH:20]=[CH:19][CH:18]=[CH:17][CH:16]=2)=[O:12])[S:2]([CH3:1])(=[O:4])=[O:3])[CH2:31][CH2:32]1. The catalyst class is: 18. (5) Reactant: [CH3:1][O:2][CH2:3][N:4]1[C:9]2[CH:10]=[C:11]([CH2:14][C:15]([NH2:17])=[S:16])[CH:12]=[CH:13][C:8]=2[S:7][C:6]2[N:18]=[CH:19][CH:20]=[N:21][C:5]1=2.CI.[C:24](OCC)(=O)C.C(=O)([O-])[O-].[K+].[K+]. Product: [CH3:24][S:16][C:15](=[NH:17])[CH2:14][C:11]1[CH:12]=[CH:13][C:8]2[S:7][C:6]3[N:18]=[CH:19][CH:20]=[N:21][C:5]=3[N:4]([CH2:3][O:2][CH3:1])[C:9]=2[CH:10]=1. The catalyst class is: 21. (6) Reactant: [NH2:1][C:2]1[CH:7]=[CH:6][C:5]([C:8]2[C:9](=[O:19])[N:10]([CH3:18])[C:11]3[C:16]([CH:17]=2)=[CH:15][CH:14]=[CH:13][CH:12]=3)=[C:4]([O:20][CH3:21])[CH:3]=1.[O:22]1[CH:26]=[CH:25][CH:24]=[C:23]1/[CH:27]=[CH:28]/[C:29]([N:31]=[C:32]=[S:33])=[O:30]. Product: [O:22]1[CH:26]=[CH:25][CH:24]=[C:23]1/[CH:27]=[CH:28]/[C:29]([NH:31][C:32]([NH:1][C:2]1[CH:7]=[CH:6][C:5]([C:8]2[C:9](=[O:19])[N:10]([CH3:18])[C:11]3[C:16]([CH:17]=2)=[CH:15][CH:14]=[CH:13][CH:12]=3)=[C:4]([O:20][CH3:21])[CH:3]=1)=[S:33])=[O:30]. The catalyst class is: 2. (7) Reactant: Br.Br[CH2:3][C:4]([C:6]1[CH:11]=[CH:10][N:9]=[CH:8][CH:7]=1)=O.[NH2:12][C:13]([NH2:15])=[S:14].N. Product: [N:9]1[CH:10]=[CH:11][C:6]([C:4]2[N:12]=[C:13]([NH2:15])[S:14][CH:3]=2)=[CH:7][CH:8]=1. The catalyst class is: 88.